From a dataset of Forward reaction prediction with 1.9M reactions from USPTO patents (1976-2016). Predict the product of the given reaction. (1) The product is: [Cl:15][CH2:16][C:17]1[S:21][C:20]([CH2:22][NH:5][C:4]2[CH:6]=[C:7]([C:10]3[O:14][CH:13]=[N:12][CH:11]=3)[CH:8]=[CH:9][C:3]=2[O:2][CH3:1])=[CH:19][CH:18]=1. Given the reactants [CH3:1][O:2][C:3]1[CH:9]=[CH:8][C:7]([C:10]2[O:14][CH:13]=[N:12][CH:11]=2)=[CH:6][C:4]=1[NH2:5].[Cl:15][CH2:16][C:17]1[S:21][C:20]([CH:22]=O)=[CH:19][CH:18]=1, predict the reaction product. (2) Given the reactants C[O:2][C:3]([C:5]1[CH:10]=[C:9](Cl)[N:8]=[C:7]([C:12]2[CH:17]=[CH:16][N:15]=[C:14]([NH:18][CH:19]3[CH2:24][CH2:23][CH2:22][CH2:21][CH2:20]3)[CH:13]=2)[CH:6]=1)=[O:4].[C:25]([O:29][C:30]([N:32]1[CH2:36][CH2:35][C@H:34]([NH2:37])[CH2:33]1)=[O:31])([CH3:28])([CH3:27])[CH3:26], predict the reaction product. The product is: [C:25]([O:29][C:30]([N:32]1[CH2:36][CH2:35][C@H:34]([NH:37][C:9]2[N:8]=[C:7]([C:12]3[CH:17]=[CH:16][N:15]=[C:14]([NH:18][CH:19]4[CH2:24][CH2:23][CH2:22][CH2:21][CH2:20]4)[CH:13]=3)[CH:6]=[C:5]([C:3]([OH:2])=[O:4])[CH:10]=2)[CH2:33]1)=[O:31])([CH3:28])([CH3:26])[CH3:27]. (3) The product is: [CH3:21][C:22]1[S:23][C:24]([C:30]2[CH:35]=[CH:34][CH:33]=[CH:32][C:31]=2[C:36]([F:39])([F:37])[F:38])=[C:25]([C:27]([N:2]2[C@H:3]([CH2:7][NH:8][C:9]([C:11]3[C:20]4[O:19][CH2:18][CH2:17][O:16][C:15]=4[CH:14]=[CH:13][CH:12]=3)=[O:10])[CH2:4][C@H:5]3[C@@H:1]2[CH2:6]3)=[O:28])[N:26]=1. Given the reactants [C@H:1]12[CH2:6][C@H:5]1[CH2:4][C@@H:3]([CH2:7][NH:8][C:9]([C:11]1[C:20]3[O:19][CH2:18][CH2:17][O:16][C:15]=3[CH:14]=[CH:13][CH:12]=1)=[O:10])[NH:2]2.[CH3:21][C:22]1[S:23][C:24]([C:30]2[CH:35]=[CH:34][CH:33]=[CH:32][C:31]=2[C:36]([F:39])([F:38])[F:37])=[C:25]([C:27](O)=[O:28])[N:26]=1, predict the reaction product. (4) Given the reactants [Li+].[OH-:2].[O:3]=[C:4]1[N:10]([CH:11]2[CH2:16][CH2:15][N:14]([C:17]([O:19][C@@H:20](OC)[C:21](=C=O)[C:22]3[CH:27]=[C:26]([N+:28]([O-:30])=[O:29])[C:25]([NH2:31])=[C:24]([CH3:32])[CH:23]=3)=[O:18])[CH2:13][CH2:12]2)[CH2:9][CH2:8][C:7]2[CH:37]=[CH:38][CH:39]=[CH:40][C:6]=2[NH:5]1.C1[CH2:45][O:44]CC1, predict the reaction product. The product is: [O:3]=[C:4]1[N:10]([CH:11]2[CH2:12][CH2:13][N:14]([C:17]([O:19][C@@H:20]([C:45]([OH:44])=[O:2])[CH2:21][C:22]3[CH:27]=[C:26]([N+:28]([O-:30])=[O:29])[C:25]([NH2:31])=[C:24]([CH3:32])[CH:23]=3)=[O:18])[CH2:15][CH2:16]2)[CH2:9][CH2:8][C:7]2[CH:37]=[CH:38][CH:39]=[CH:40][C:6]=2[NH:5]1. (5) Given the reactants [C:1]([N:8]1[CH:12]=[CH:11]N=C1)(N1C=CN=C1)=[O:2].C(O)=O.[CH2:16]([O:23][C:24]1[C:29]([O:30][CH3:31])=[CH:28][CH:27]=[CH:26][C:25]=1CCN)[C:17]1[CH:22]=[CH:21][CH:20]=[CH:19][CH:18]=1, predict the reaction product. The product is: [CH2:16]([O:23][C:24]1[C:29]([O:30][CH3:31])=[CH:28][CH:27]=[CH:26][C:25]=1[CH2:11][CH2:12][NH:8][CH:1]=[O:2])[C:17]1[CH:18]=[CH:19][CH:20]=[CH:21][CH:22]=1. (6) Given the reactants Cl[C:2]1[CH:3]=[C:4]([C:8]2[S:12][C:11]([C:13]([O:15][CH2:16][CH3:17])=[O:14])=[CH:10][CH:9]=2)[N:5]=[N:6][CH:7]=1.[CH:18]1(B(O)O)[CH2:20][CH2:19]1.P([O-])([O-])([O-])=O.[K+].[K+].[K+].C1(P(C2CCCCC2)C2CCCCC2)CCCCC1, predict the reaction product. The product is: [CH:18]1([C:2]2[CH:3]=[C:4]([C:8]3[S:12][C:11]([C:13]([O:15][CH2:16][CH3:17])=[O:14])=[CH:10][CH:9]=3)[N:5]=[N:6][CH:7]=2)[CH2:20][CH2:19]1.